From a dataset of Full USPTO retrosynthesis dataset with 1.9M reactions from patents (1976-2016). Predict the reactants needed to synthesize the given product. (1) Given the product [CH3:1][C:2]1[CH:7]=[C:6]([CH3:8])[CH:5]=[CH:4][C:3]=1[N:9]1[CH2:14][CH2:13][N:12]([C:15]([C:17]2[CH:22]=[CH:21][C:20]([N:23]([CH2:29][CH2:30][O:31][CH:32]3[CH2:37][CH2:36][CH2:35][CH2:34][O:33]3)[S:24]([CH3:27])(=[O:26])=[O:25])=[CH:19][CH:18]=2)=[O:16])[CH2:11][CH2:10]1, predict the reactants needed to synthesize it. The reactants are: [CH3:1][C:2]1[CH:7]=[C:6]([CH3:8])[CH:5]=[CH:4][C:3]=1[N:9]1[CH2:14][CH2:13][N:12]([C:15]([C:17]2[CH:22]=[CH:21][C:20]([NH:23][S:24]([CH3:27])(=[O:26])=[O:25])=[CH:19][CH:18]=2)=[O:16])[CH2:11][CH2:10]1.Br[CH2:29][CH2:30][O:31][CH:32]1[CH2:37][CH2:36][CH2:35][CH2:34][O:33]1. (2) Given the product [N:30]1([C:2]2[CH:7]=[CH:6][C:5]([N:8]3[CH:12]=[CH:11][C:10]([CH2:13][CH2:14][C:15]([O:17][CH2:18][CH3:19])=[O:16])=[C:9]3[C:20]3[CH:25]=[CH:24][C:23]([C:26](=[O:28])[NH2:27])=[CH:22][C:21]=3[CH3:29])=[CH:4][CH:3]=2)[CH:34]=[CH:33][N:32]=[CH:31]1, predict the reactants needed to synthesize it. The reactants are: Br[C:2]1[CH:7]=[CH:6][C:5]([N:8]2[CH:12]=[CH:11][C:10]([CH2:13][CH2:14][C:15]([O:17][CH2:18][CH3:19])=[O:16])=[C:9]2[C:20]2[CH:25]=[CH:24][C:23]([C:26](=[O:28])[NH2:27])=[CH:22][C:21]=2[CH3:29])=[CH:4][CH:3]=1.[NH:30]1[CH:34]=[CH:33][N:32]=[CH:31]1.N1CCC[C@H]1C(O)=O.C([O-])([O-])=O.[K+].[K+].